From a dataset of Forward reaction prediction with 1.9M reactions from USPTO patents (1976-2016). Predict the product of the given reaction. (1) Given the reactants P(Cl)(Cl)(Cl)=O.[Cl:6][C:7]1[CH:8]=[C:9]2[C:13](=[CH:14][CH:15]=1)[NH:12][C:11](=[O:16])[CH2:10]2.[OH-].[NH4+].[CH3:19][N:20](C)C=O, predict the reaction product. The product is: [NH2:20][CH:19]=[C:10]1[C:9]2[C:13](=[CH:14][CH:15]=[C:7]([Cl:6])[CH:8]=2)[NH:12][C:11]1=[O:16]. (2) Given the reactants [Cl:1][C:2]1[N:7]=[C:6](Cl)[C:5]([CH3:9])=[CH:4][N:3]=1.C(N(CC)CC)C.[CH2:17]([O:24][C:25]([N:27]1[CH2:32][CH2:31][CH:30]([CH2:33][NH2:34])[CH2:29][CH2:28]1)=[O:26])[C:18]1[CH:23]=[CH:22][CH:21]=[CH:20][CH:19]=1, predict the reaction product. The product is: [CH2:17]([O:24][C:25]([N:27]1[CH2:32][CH2:31][CH:30]([CH2:33][NH:34][C:6]2[C:5]([CH3:9])=[CH:4][N:3]=[C:2]([Cl:1])[N:7]=2)[CH2:29][CH2:28]1)=[O:26])[C:18]1[CH:23]=[CH:22][CH:21]=[CH:20][CH:19]=1. (3) Given the reactants [CH3:1][O:2][C:3]1[CH:11]=[CH:10][CH:9]=[CH:8][C:4]=1[CH2:5][CH2:6][NH2:7].[C:12]1([CH3:22])[CH:17]=[CH:16][C:15]([S:18](Cl)(=[O:20])=[O:19])=[CH:14][CH:13]=1.FC1C=CC(OC2C=CC(S(NCCC3C=CC=CC=3OC)(=O)=O)=CC=2)=CC=1, predict the reaction product. The product is: [CH3:1][O:2][C:3]1[CH:11]=[CH:10][CH:9]=[CH:8][C:4]=1[CH2:5][CH2:6][NH:7][S:18]([C:15]1[CH:16]=[CH:17][C:12]([CH3:22])=[CH:13][CH:14]=1)(=[O:20])=[O:19]. (4) Given the reactants C(N1C[C@H](O)C[C@H]1C(O)=O)(OC(C)(C)C)=O.C(O[Na])(C)(C)C.Cl[C:24]1[C:33](C(F)(F)C=C)=[N:32][C:31]2[C:26](=[CH:27][CH:28]=[CH:29][CH:30]=2)[N:25]=1.[Si](C=[N+]=[N-])(C)(C)C, predict the reaction product. The product is: [N:25]1[C:26]2[C:31](=[CH:30][CH:29]=[CH:28][CH:27]=2)[N:32]=[CH:33][CH:24]=1. (5) Given the reactants [CH2:1]([N:8]1[CH2:14][CH2:13][C:10]2([O:12][CH2:11]2)[CH2:9]1)[C:2]1[CH:7]=[CH:6][CH:5]=[CH:4][CH:3]=1.[NH2:15][C:16]1[CH:21]=[CH:20][CH:19]=[CH:18][CH:17]=1.Cl([O-])(=O)(=O)=O.[Li+], predict the reaction product. The product is: [NH:15]([CH2:11][C:10]1([OH:12])[CH2:13][CH2:14][N:8]([CH2:1][C:2]2[CH:7]=[CH:6][CH:5]=[CH:4][CH:3]=2)[CH2:9]1)[C:16]1[CH:21]=[CH:20][CH:19]=[CH:18][CH:17]=1. (6) Given the reactants Br.[CH3:2][C:3]1[CH:8]=[C:7]([C:9]2[S:13][C:12]([NH2:14])=[N:11][C:10]=2[CH3:15])[CH:6]=[C:5]([CH3:16])[N:4]=1.C[O-].[Na+], predict the reaction product. The product is: [CH3:2][C:3]1[CH:8]=[C:7]([C:9]2[S:13][C:12]([NH2:14])=[N:11][C:10]=2[CH3:15])[CH:6]=[C:5]([CH3:16])[N:4]=1. (7) Given the reactants [CH3:1][C:2]1[N:10]=[C:9]([C:11]2[CH:16]=[CH:15][C:14]([C:17]([F:20])([F:19])[F:18])=[CH:13][CH:12]=2)[CH:8]=[CH:7][C:3]=1C(O)=O.C[O:22][C:23](=[O:41])C1C=CC(C2C=CC(C(F)(F)F)=CC=2)=NC=1C.C([N:44](CC)CC)C.C1(P(N=[N+]=[N-])(C2C=CC=CC=2)=O)C=CC=CC=1.[C:66]1([CH3:76])[CH:71]=CC(S(O)(=O)=O)=C[CH:67]=1, predict the reaction product. The product is: [C:66]([O:22][C:23](=[O:41])[NH:44][C:3]1[C:2]([CH3:1])=[N:10][C:9]([C:11]2[CH:12]=[CH:13][C:14]([C:17]([F:18])([F:19])[F:20])=[CH:15][CH:16]=2)=[CH:8][CH:7]=1)([CH3:76])([CH3:71])[CH3:67]. (8) Given the reactants [CH2:1]1[C:7]2[CH:8]=[CH:9][CH:10]=[C:11]([OH:12])[C:6]=2[CH2:5][CH2:4][NH:3][CH2:2]1.[CH3:13][C:14]([CH3:18])([CH3:17])[CH:15]=O.C(OC)(OC)OC.C(O[BH-](OC(=O)C)OC(=O)C)(=O)C.[Na+], predict the reaction product. The product is: [CH2:13]([N:3]1[CH2:4][CH2:5][C:6]2[C:11]([OH:12])=[CH:10][CH:9]=[CH:8][C:7]=2[CH2:1][CH2:2]1)[C:14]([CH3:18])([CH3:17])[CH3:15].